From a dataset of Forward reaction prediction with 1.9M reactions from USPTO patents (1976-2016). Predict the product of the given reaction. (1) Given the reactants [CH:1](=[O:8])[C:2]1C=CC=[CH:4][CH:3]=1.CC1[CH:11]=[CH:12][C:13](S(O)(=O)=O)=[CH:14][CH:15]=1.[CH3:20][CH2:21][O:22][C:23]([CH3:25])=[O:24], predict the reaction product. The product is: [C:25]1([CH:23]2[O:24][C@H:4]3[CH:3]=[CH:2][CH2:1][O:8][C@@H:20]3[CH2:21][O:22]2)[CH:11]=[CH:12][CH:13]=[CH:14][CH:15]=1. (2) Given the reactants [Cl:1][C:2]1[C:10]([Cl:11])=[CH:9][CH:8]=[CH:7][C:3]=1[CH:4]=[N:5][OH:6].CC1C=CC(S(NCl)(=O)=O)=CC=1.[Br:24][C:25]#[C:26][C@@H:27]1[C@:32]([C:34]2[CH:39]=[CH:38][C:37]([F:40])=[C:36]([F:41])[CH:35]=2)([OH:33])[CH2:31][CH2:30][N:29]([C:42]([O:44][C:45]([CH3:48])([CH3:47])[CH3:46])=[O:43])[CH2:28]1, predict the reaction product. The product is: [Br:24][C:25]1[C:4]([C:3]2[CH:7]=[CH:8][CH:9]=[C:10]([Cl:11])[C:2]=2[Cl:1])=[N:5][O:6][C:26]=1[C@@H:27]1[C@:32]([C:34]2[CH:39]=[CH:38][C:37]([F:40])=[C:36]([F:41])[CH:35]=2)([OH:33])[CH2:31][CH2:30][N:29]([C:42]([O:44][C:45]([CH3:48])([CH3:47])[CH3:46])=[O:43])[CH2:28]1. (3) Given the reactants [Cl:1][C:2]1[CH:3]=[CH:4][C:5]2[N:11]3[CH:12]=[CH:13][N:14]=[C:10]3[CH:9]([CH2:15][CH2:16][C:17]([OH:19])=O)[O:8][CH:7]([C:20]3[CH:25]=[CH:24][CH:23]=[C:22]([O:26][CH3:27])[C:21]=3[O:28][CH3:29])[C:6]=2[CH:30]=1.Cl.C(N=C=NCCCN(C)C)C.N1([CH2:49][C:50]([O:52][CH2:53][CH3:54])=[O:51])CCNCC1.O.O[N:57]1[C:61]2C=[CH:63][CH:64]=[CH:65][C:60]=2N=N1.Cl, predict the reaction product. The product is: [Cl:1][C:2]1[CH:3]=[CH:4][C:5]2[N:11]3[CH:12]=[CH:13][N:14]=[C:10]3[CH:9]([CH2:15][CH2:16][C:17]([N:57]3[CH2:63][CH2:64][CH:65]([CH2:49][C:50]([O:52][CH2:53][CH3:54])=[O:51])[CH2:60][CH2:61]3)=[O:19])[O:8][CH:7]([C:20]3[CH:25]=[CH:24][CH:23]=[C:22]([O:26][CH3:27])[C:21]=3[O:28][CH3:29])[C:6]=2[CH:30]=1. (4) Given the reactants CCOCC.[CH3:6][O:7][CH2:8][CH2:9][C:10]1[CH:11]=[C:12]([CH3:21])[C:13]([CH3:20])=[C:14]([CH:19]=1)[C:15](OC)=[O:16].[H-].[Al+3].[Li+].[H-].[H-].[H-], predict the reaction product. The product is: [CH3:6][O:7][CH2:8][CH2:9][C:10]1[CH:11]=[C:12]([CH3:21])[C:13]([CH3:20])=[C:14]([CH2:15][OH:16])[CH:19]=1. (5) The product is: [C:1]1([C:13]2[C:29](=[O:32])[N:15]([CH3:14])[C:16](=[O:27])[C:17]=2[C:18]2[C:26]3[C:21](=[CH:22][CH:23]=[CH:24][CH:25]=3)[N:20]([CH3:37])[CH:19]=2)[C:11]2=[C:12]3[C:7](=[CH:8][CH:9]=[CH:10]2)[CH2:6][CH2:5][CH2:4][N:3]3[CH:2]=1. Given the reactants [C:1]1([C:13]2[C:14](=O)[NH:15][C:16](=[O:27])[C:17]=2[C:18]2[C:26]3[C:21](=[CH:22][CH:23]=[CH:24][CH:25]=3)[NH:20][CH:19]=2)[C:11]2=[C:12]3[C:7](=[CH:8][CH:9]=[CH:10]2)[CH2:6][CH2:5][CH2:4][N:3]3[CH:2]=1.[C:29](=[O:32])([O-])[O-].[K+].[K+].CI.[C:37](OCC)(=O)C, predict the reaction product. (6) Given the reactants C([CH:6]1[CH2:11][CH2:10][CH2:9][NH:8][C:7]1=[O:12])(OCC)=O.[OH-].[K+].[Br:15][C:16]1[CH:17]=[C:18]([CH:20]=[CH:21][CH:22]=1)[NH2:19].Cl.[N:24]([O-])=O.[Na+].NC(N)=O.N(O)=O.C(=O)([O-])[O-].[Na+].[Na+], predict the reaction product. The product is: [Br:15][C:16]1[CH:17]=[C:18]([NH:19][N:24]=[C:6]2[CH2:11][CH2:10][CH2:9][NH:8][C:7]2=[O:12])[CH:20]=[CH:21][CH:22]=1. (7) The product is: [Br:1][C:2]1[CH:11]=[C:10]2[C:5]([CH:6]=[CH:7][N:8]([CH2:18][C:17]3[CH:20]=[CH:21][CH:22]=[C:15]([C:14]([F:13])([F:23])[F:24])[CH:16]=3)[C:9]2=[O:12])=[CH:4][CH:3]=1. Given the reactants [Br:1][C:2]1[CH:11]=[C:10]2[C:5]([CH:6]=[CH:7][N:8]=[C:9]2[OH:12])=[CH:4][CH:3]=1.[F:13][C:14]([F:24])([F:23])[C:15]1[CH:16]=[C:17]([CH:20]=[CH:21][CH:22]=1)[CH2:18]Br.C(=O)([O-])[O-].[Cs+].[Cs+], predict the reaction product.